Dataset: NCI-60 drug combinations with 297,098 pairs across 59 cell lines. Task: Regression. Given two drug SMILES strings and cell line genomic features, predict the synergy score measuring deviation from expected non-interaction effect. (1) Drug 1: C1=CN(C=N1)CC(O)(P(=O)(O)O)P(=O)(O)O. Drug 2: CC1=C(N=C(N=C1N)C(CC(=O)N)NCC(C(=O)N)N)C(=O)NC(C(C2=CN=CN2)OC3C(C(C(C(O3)CO)O)O)OC4C(C(C(C(O4)CO)O)OC(=O)N)O)C(=O)NC(C)C(C(C)C(=O)NC(C(C)O)C(=O)NCCC5=NC(=CS5)C6=NC(=CS6)C(=O)NCCC[S+](C)C)O. Cell line: MOLT-4. Synergy scores: CSS=15.6, Synergy_ZIP=-4.15, Synergy_Bliss=-2.69, Synergy_Loewe=-23.9, Synergy_HSA=-7.36. (2) Drug 1: C1CNP(=O)(OC1)N(CCCl)CCCl. Drug 2: CC1CCCC2(C(O2)CC(NC(=O)CC(C(C(=O)C(C1O)C)(C)C)O)C(=CC3=CSC(=N3)C)C)C. Cell line: SF-268. Synergy scores: CSS=34.1, Synergy_ZIP=2.73, Synergy_Bliss=0.810, Synergy_Loewe=-24.5, Synergy_HSA=-0.736. (3) Drug 1: CC1=C(C(CCC1)(C)C)C=CC(=CC=CC(=CC(=O)O)C)C. Drug 2: CC1=C(N=C(N=C1N)C(CC(=O)N)NCC(C(=O)N)N)C(=O)NC(C(C2=CN=CN2)OC3C(C(C(C(O3)CO)O)O)OC4C(C(C(C(O4)CO)O)OC(=O)N)O)C(=O)NC(C)C(C(C)C(=O)NC(C(C)O)C(=O)NCCC5=NC(=CS5)C6=NC(=CS6)C(=O)NCCC[S+](C)C)O. Cell line: KM12. Synergy scores: CSS=20.9, Synergy_ZIP=-4.59, Synergy_Bliss=-5.18, Synergy_Loewe=-17.8, Synergy_HSA=-3.42. (4) Cell line: UACC-257. Synergy scores: CSS=1.34, Synergy_ZIP=0.159, Synergy_Bliss=2.55, Synergy_Loewe=-0.0755, Synergy_HSA=0.132. Drug 1: C1CC(C1)(C(=O)O)C(=O)O.[NH2-].[NH2-].[Pt+2]. Drug 2: C1=NC2=C(N=C(N=C2N1C3C(C(C(O3)CO)O)F)Cl)N. (5) Drug 1: CN1C2=C(C=C(C=C2)N(CCCl)CCCl)N=C1CCCC(=O)O.Cl. Drug 2: B(C(CC(C)C)NC(=O)C(CC1=CC=CC=C1)NC(=O)C2=NC=CN=C2)(O)O. Cell line: NCI-H460. Synergy scores: CSS=51.3, Synergy_ZIP=-0.0933, Synergy_Bliss=0.969, Synergy_Loewe=-37.4, Synergy_HSA=1.09. (6) Drug 1: CC1=C2C(C(=O)C3(C(CC4C(C3C(C(C2(C)C)(CC1OC(=O)C(C(C5=CC=CC=C5)NC(=O)OC(C)(C)C)O)O)OC(=O)C6=CC=CC=C6)(CO4)OC(=O)C)OC)C)OC. Drug 2: CCCS(=O)(=O)NC1=C(C(=C(C=C1)F)C(=O)C2=CNC3=C2C=C(C=N3)C4=CC=C(C=C4)Cl)F. Cell line: A498. Synergy scores: CSS=25.7, Synergy_ZIP=-2.36, Synergy_Bliss=-4.64, Synergy_Loewe=-11.9, Synergy_HSA=-4.74. (7) Drug 1: C1=CC=C(C(=C1)C(C2=CC=C(C=C2)Cl)C(Cl)Cl)Cl. Drug 2: C1C(C(OC1N2C=NC(=NC2=O)N)CO)O. Cell line: ACHN. Synergy scores: CSS=8.72, Synergy_ZIP=-3.49, Synergy_Bliss=-1.83, Synergy_Loewe=-21.1, Synergy_HSA=-1.29. (8) Drug 1: C1CNP(=O)(OC1)N(CCCl)CCCl. Drug 2: CC(C)CN1C=NC2=C1C3=CC=CC=C3N=C2N. Cell line: NCIH23. Synergy scores: CSS=-7.90, Synergy_ZIP=9.22, Synergy_Bliss=8.08, Synergy_Loewe=-5.47, Synergy_HSA=-5.48. (9) Drug 1: C1CCN(CC1)CCOC2=CC=C(C=C2)C(=O)C3=C(SC4=C3C=CC(=C4)O)C5=CC=C(C=C5)O. Drug 2: CC1OCC2C(O1)C(C(C(O2)OC3C4COC(=O)C4C(C5=CC6=C(C=C35)OCO6)C7=CC(=C(C(=C7)OC)O)OC)O)O. Cell line: DU-145. Synergy scores: CSS=37.4, Synergy_ZIP=0.456, Synergy_Bliss=-0.562, Synergy_Loewe=-17.2, Synergy_HSA=-1.88. (10) Drug 1: C1=CC(=C2C(=C1NCCNCCO)C(=O)C3=C(C=CC(=C3C2=O)O)O)NCCNCCO. Drug 2: CC1CCC2CC(C(=CC=CC=CC(CC(C(=O)C(C(C(=CC(C(=O)CC(OC(=O)C3CCCCN3C(=O)C(=O)C1(O2)O)C(C)CC4CCC(C(C4)OC)OCCO)C)C)O)OC)C)C)C)OC. Cell line: SK-MEL-2. Synergy scores: CSS=35.7, Synergy_ZIP=-8.94, Synergy_Bliss=-16.0, Synergy_Loewe=-22.0, Synergy_HSA=-17.5.